From a dataset of Full USPTO retrosynthesis dataset with 1.9M reactions from patents (1976-2016). Predict the reactants needed to synthesize the given product. (1) Given the product [Si:18]([O:22][Si:18]([CH3:21])([CH3:20])[CH3:19])([CH3:21])([CH3:20])[CH3:19], predict the reactants needed to synthesize it. The reactants are: N1C=CC=CC=1.C1COCC1.CCOC(C)=O.[Si:18]([O:22]S(C(F)(F)F)(=O)=O)([CH3:21])([CH3:20])[CH3:19]. (2) Given the product [ClH:29].[F:22][C:19]1[CH:18]=[CH:17][C:16]([CH2:15][NH:14][C:12]2[N:13]=[C:8]([NH:7][CH2:6][C:5]3[CH:27]=[CH:28][C:2]([F:1])=[CH:3][CH:4]=3)[N:9]=[C:10]([NH:23][CH2:24][CH2:25][CH3:26])[N:11]=2)=[CH:21][CH:20]=1, predict the reactants needed to synthesize it. The reactants are: [F:1][C:2]1[CH:28]=[CH:27][C:5]([CH2:6][NH:7][C:8]2[N:13]=[C:12]([NH:14][CH2:15][C:16]3[CH:21]=[CH:20][C:19]([F:22])=[CH:18][CH:17]=3)[N:11]=[C:10]([NH:23][CH2:24][CH2:25][CH3:26])[N:9]=2)=[CH:4][CH:3]=1.[ClH:29].C(OCC)C. (3) Given the product [I:23][C:11]1[CH:10]=[CH:9][N:8]=[CH:7][C:6]=1[NH:5][C:3](=[O:4])[C:2]([CH3:13])([CH3:12])[CH3:1], predict the reactants needed to synthesize it. The reactants are: [CH3:1][C:2]([CH3:13])([CH3:12])[C:3]([NH:5][C:6]1[CH:7]=[N:8][CH:9]=[CH:10][CH:11]=1)=[O:4].CN(CCN(C)C)C.[Li].[I:23]I. (4) Given the product [CH2:13]([O:15][C:16](=[O:25])[CH:17]=[C:18]([C:2]1[CH:10]=[C:9]2[C:5]([C:6]([O:11][CH3:12])=[N:7][NH:8]2)=[CH:4][CH:3]=1)[C:19]1[CH:20]=[N:21][CH:22]=[CH:23][CH:24]=1)[CH3:14], predict the reactants needed to synthesize it. The reactants are: Br[C:2]1[CH:10]=[C:9]2[C:5]([C:6]([O:11][CH3:12])=[N:7][NH:8]2)=[CH:4][CH:3]=1.[CH2:13]([O:15][C:16](=[O:25])[CH:17]=[CH:18][C:19]1[CH:20]=[N:21][CH:22]=[CH:23][CH:24]=1)[CH3:14].